From a dataset of Full USPTO retrosynthesis dataset with 1.9M reactions from patents (1976-2016). Predict the reactants needed to synthesize the given product. (1) Given the product [OH:27][CH2:26][C:23]1[CH:22]=[CH:21][C:20]([N:17]2[CH:18]=[CH:19][C:15]([CH:13]([C:11]3[CH:10]=[CH:9][C:8]4[N:4]([CH2:3][O:2][CH3:1])[C:5](=[O:30])[S:6][C:7]=4[CH:12]=3)[CH3:14])=[N:16]2)=[N:25][CH:24]=1, predict the reactants needed to synthesize it. The reactants are: [CH3:1][O:2][CH2:3][N:4]1[C:8]2[CH:9]=[CH:10][C:11]([CH:13]([C:15]3[CH:19]=[CH:18][N:17]([C:20]4[N:25]=[CH:24][C:23]([C:26](OC)=[O:27])=[CH:22][CH:21]=4)[N:16]=3)[CH3:14])=[CH:12][C:7]=2[S:6][C:5]1=[O:30].[BH4-].[Li+]. (2) The reactants are: [O:1]=[S:2]1(=[O:28])[C:7]2[CH:8]=[CH:9][CH:10]=[CH:11][C:6]=2[NH:5][C:4]([C:12]2[C:17](=[O:18])[N:16]([N:19]=[CH:20][CH:21]([CH3:23])C)[C:15]3[CH:24]=[CH:25][S:26][C:14]=3[C:13]=2[OH:27])=[N:3]1.CO.[BH4-].[Li+].Cl. Given the product [O:1]=[S:2]1(=[O:28])[C:7]2[CH:8]=[CH:9][CH:10]=[CH:11][C:6]=2[NH:5][C:4]([C:12]2[C:17](=[O:18])[N:16]([NH:19][CH2:20][C:21]3[CH:23]=[CH:13][CH:12]=[CH:4][N:3]=3)[C:15]3[CH:24]=[CH:25][S:26][C:14]=3[C:13]=2[OH:27])=[N:3]1, predict the reactants needed to synthesize it. (3) Given the product [Br:1][C:2]1[N:3]([CH2:10][C:11]2[CH:16]=[CH:15][C:14]([O:17][CH3:18])=[CH:13][CH:12]=2)[N:4]=[C:5]([O:7][CH3:8])[N:6]=1, predict the reactants needed to synthesize it. The reactants are: [Br:1][C:2]1[N:6]=[C:5]([O:7][CH3:8])[NH:4][N:3]=1.Cl[CH2:10][C:11]1[CH:16]=[CH:15][C:14]([O:17][CH3:18])=[CH:13][CH:12]=1.C(N(C(C)C)C(C)C)C.[I-].[K+]. (4) Given the product [C:1]([C:5]1[CH:42]=[CH:41][C:8]([CH2:9][O:10][C:11]2[CH:16]=[CH:15][CH:14]=[CH:13][C:12]=2/[CH:17]=[CH:18]/[CH:19]([CH2:32][C:33]2[CH:34]=[CH:35][C:36]([C:39]3[NH:49][N:48]=[N:47][N:40]=3)=[CH:37][CH:38]=2)[CH2:20][CH2:21][C:22]2[CH:23]=[CH:24][C:25]([C:26]([O:28][CH3:29])=[O:27])=[CH:30][CH:31]=2)=[CH:7][CH:6]=1)([CH3:4])([CH3:2])[CH3:3], predict the reactants needed to synthesize it. The reactants are: [C:1]([C:5]1[CH:42]=[CH:41][C:8]([CH2:9][O:10][C:11]2[CH:16]=[CH:15][CH:14]=[CH:13][C:12]=2/[CH:17]=[CH:18]/[CH:19]([CH2:32][C:33]2[CH:38]=[CH:37][C:36]([C:39]#[N:40])=[CH:35][CH:34]=2)[CH2:20][CH2:21][C:22]2[CH:31]=[CH:30][C:25]([C:26]([O:28][CH3:29])=[O:27])=[CH:24][CH:23]=2)=[CH:7][CH:6]=1)([CH3:4])([CH3:3])[CH3:2].C[Si]([N:47]=[N+:48]=[N-:49])(C)C.C([Sn](=O)CCCC)CCC. (5) Given the product [C:3]([O:7][C:8]([N:10]1[CH2:15][CH2:14][CH:13]([O:16][C:18]2[C:23]([CH3:24])=[CH:22][C:21]([N+:25]([O-:27])=[O:26])=[CH:20][N:19]=2)[CH2:12][CH2:11]1)=[O:9])([CH3:6])([CH3:4])[CH3:5], predict the reactants needed to synthesize it. The reactants are: [H-].[Na+].[C:3]([O:7][C:8]([N:10]1[CH2:15][CH2:14][CH:13]([OH:16])[CH2:12][CH2:11]1)=[O:9])([CH3:6])([CH3:5])[CH3:4].Cl[C:18]1[C:23]([CH3:24])=[CH:22][C:21]([N+:25]([O-:27])=[O:26])=[CH:20][N:19]=1. (6) Given the product [F:51][C:2]([F:1])([F:50])[C:3]1[CH:4]=[C:5]([CH:43]=[C:44]([C:46]([F:47])([F:49])[F:48])[CH:45]=1)[CH2:6][N:7]([CH2:22][C:23]1[CH:28]=[C:27]([C:29]([F:30])([F:31])[F:32])[CH:26]=[CH:25][C:24]=1[C:33]1[C:38]([O:39][CH3:40])=[CH:37][N:36]=[C:35]([O:41][CH3:42])[N:34]=1)[C:8]1[N:9]=[CH:10][C:11]([O:14][CH2:15][CH2:16][CH2:17][C:18]([OH:20])=[O:19])=[CH:12][N:13]=1, predict the reactants needed to synthesize it. The reactants are: [F:1][C:2]([F:51])([F:50])[C:3]1[CH:4]=[C:5]([CH:43]=[C:44]([C:46]([F:49])([F:48])[F:47])[CH:45]=1)[CH2:6][N:7]([CH2:22][C:23]1[CH:28]=[C:27]([C:29]([F:32])([F:31])[F:30])[CH:26]=[CH:25][C:24]=1[C:33]1[C:38]([O:39][CH3:40])=[CH:37][N:36]=[C:35]([O:41][CH3:42])[N:34]=1)[C:8]1[N:13]=[CH:12][C:11]([O:14][CH2:15][CH2:16][CH2:17][C:18]([O:20]C)=[O:19])=[CH:10][N:9]=1.[OH-].[Na+].Cl.C(OCC)(=O)C. (7) Given the product [OH:1][NH:2][C:3]([C@H:5]1[CH2:10][CH2:9][CH2:8][CH2:7][N:6]1[S:11]([CH2:14][C:15]1[CH:23]=[CH:22][C:18]2[S:19][CH:20]=[CH:21][C:17]=2[CH:16]=1)(=[O:13])=[O:12])=[O:4], predict the reactants needed to synthesize it. The reactants are: [OH:1][NH:2][C:3]([C@H:5]1[CH2:10][CH2:9][CH2:8][CH2:7][N:6]1[S:11]([CH2:14][C:15]1[CH:23]=[CH:22][C:18]2[S:19][CH:20]=[CH:21][C:17]=2[CH:16]=1)(=[O:13])=[O:12])=[O:4].S1C=CC2C=C(CS(N3CCCC[C@@H]3C(O)=O)(=O)=O)C=CC1=2.C1C=NC2N(O)N=NC=2C=1.Cl.NO.CN1CCOCC1.NO. (8) Given the product [C:1]([C:3]1[CH:4]=[C:5]([C:9]2[CH:10]=[C:11]([CH:16]=[C:17]([CH2:19][O:20][CH2:21][CH:22]3[CH2:27][CH2:26][N:25]([C:35](=[O:37])[CH3:36])[CH2:24][CH2:23]3)[CH:18]=2)[C:12]([O:14][CH3:15])=[O:13])[CH:6]=[CH:7][CH:8]=1)#[N:2], predict the reactants needed to synthesize it. The reactants are: [C:1]([C:3]1[CH:4]=[C:5]([C:9]2[CH:10]=[C:11]([CH:16]=[C:17]([CH2:19][O:20][CH2:21][CH:22]3[CH2:27][CH2:26][NH:25][CH2:24][CH2:23]3)[CH:18]=2)[C:12]([O:14][CH3:15])=[O:13])[CH:6]=[CH:7][CH:8]=1)#[N:2].C(N(CC)CC)C.[C:35](Cl)(=[O:37])[CH3:36].S([O-])(O)(=O)=O.[Na+].